From a dataset of Forward reaction prediction with 1.9M reactions from USPTO patents (1976-2016). Predict the product of the given reaction. (1) Given the reactants C(=O)(O)[O-].[Na+].Cl.[NH2:7][CH2:8][CH2:9][SH:10].[C:11]([O:15][C:16]([N:18]1[CH2:22][CH2:21][CH2:20][C@@H:19]1[C:23](F)=[O:24])=[O:17])([CH3:14])([CH3:13])[CH3:12], predict the reaction product. The product is: [C:11]([O:15][C:16]([N:18]1[CH2:22][CH2:21][CH2:20][C@@H:19]1[C:23](=[O:24])[NH:7][CH2:8][CH2:9][SH:10])=[O:17])([CH3:14])([CH3:13])[CH3:12]. (2) The product is: [CH3:15][O:16][C:17]([C:19]1[C:20]([S:14][CH2:13][C:10]2[CH:11]=[CH:12][C:7]([Cl:6])=[CH:8][CH:9]=2)=[N:21][S:22][C:23]=1[NH:24][C:25]([O:27][C:28]([CH3:31])([CH3:30])[CH3:29])=[O:26])=[O:18]. Given the reactants [Li]CCCC.[Cl:6][C:7]1[CH:12]=[CH:11][C:10]([CH2:13][SH:14])=[CH:9][CH:8]=1.[CH3:15][O:16][C:17]([C:19]1[C:20](S(C)(=O)=O)=[N:21][S:22][C:23]=1[NH:24][C:25]([O:27][C:28]([CH3:31])([CH3:30])[CH3:29])=[O:26])=[O:18], predict the reaction product. (3) Given the reactants [OH:1][C:2]1[CH:3]=[CH:4][C:5]2[O:9][C:8]([C:10](=[O:14])[CH:11]([CH3:13])[CH3:12])=[C:7]([CH3:15])[C:6]=2[CH:16]=1.[BH4-].[Na+], predict the reaction product. The product is: [OH:1][C:2]1[CH:3]=[CH:4][C:5]2[O:9][C:8]([CH:10]([OH:14])[CH:11]([CH3:12])[CH3:13])=[C:7]([CH3:15])[C:6]=2[CH:16]=1. (4) The product is: [Cl:24][C:20]1[CH:19]=[C:18]([C@@H:16]([OH:17])[CH2:15][NH:14][C:10](=[O:12])[CH2:9][CH2:8][C:5]2[CH:4]=[CH:3][C:2]([OH:1])=[CH:7][CH:6]=2)[CH:23]=[CH:22][CH:21]=1. Given the reactants [OH:1][C:2]1[CH:7]=[CH:6][C:5]([CH2:8][CH2:9][C:10]([OH:12])=O)=[CH:4][CH:3]=1.Cl.[NH2:14][CH2:15][C@@H:16]([C:18]1[CH:23]=[CH:22][CH:21]=[C:20]([Cl:24])[CH:19]=1)[OH:17].ON1C2C=CC=CC=2N=N1.Cl.CN(C)CCCN=C=NCC, predict the reaction product. (5) Given the reactants C([N:8]1[CH:12]=[C:11]([CH2:13][CH2:14][CH2:15][CH2:16]O)[C:10]([O:18][CH2:19][CH3:20])=[N:9]1)C1C=CC=CC=1.[OH:21][C:22]1[CH:26]=[C:25]([CH2:27][CH2:28][C:29]([O:31][CH2:32][CH3:33])=[O:30])[N:24]([C:34]2[CH:39]=[CH:38][CH:37]=[CH:36][CH:35]=2)[N:23]=1.C(P(CCCC)CCCC)CCC.N(C(N1CCCCC1)=O)=NC(N1CCCCC1)=O, predict the reaction product. The product is: [CH2:19]([O:18][C:10]1[C:11]([CH2:13][CH2:14][CH2:15][CH2:16][O:21][C:22]2[CH:26]=[C:25]([CH2:27][CH2:28][C:29]([O:31][CH2:32][CH3:33])=[O:30])[N:24]([C:34]3[CH:35]=[CH:36][CH:37]=[CH:38][CH:39]=3)[N:23]=2)=[CH:12][NH:8][N:9]=1)[CH3:20]. (6) Given the reactants [CH3:1][C:2]1[C:3]([CH2:14][N:15]2[C:23]3[C:18](=[N:19][CH:20]=[CH:21][CH:22]=3)[C:17]([C:24](O)=[O:25])=[CH:16]2)=[N:4][CH:5]=[CH:6][C:7]=1[O:8][CH2:9][C:10]([F:13])([F:12])[F:11].C(N(CC)CC)C.CCCP1(OP(CCC)(=O)OP(CCC)(=O)O1)=O.C(OCC)(=O)C.Cl.[F:59][CH2:60][CH2:61][NH2:62], predict the reaction product. The product is: [F:59][CH2:60][CH2:61][NH:62][C:24]([C:17]1[C:18]2=[N:19][CH:20]=[CH:21][CH:22]=[C:23]2[N:15]([CH2:14][C:3]2[C:2]([CH3:1])=[C:7]([O:8][CH2:9][C:10]([F:12])([F:11])[F:13])[CH:6]=[CH:5][N:4]=2)[CH:16]=1)=[O:25].